From a dataset of Peptide-MHC class II binding affinity with 134,281 pairs from IEDB. Regression. Given a peptide amino acid sequence and an MHC pseudo amino acid sequence, predict their binding affinity value. This is MHC class II binding data. (1) The peptide sequence is TRRFLPQILAECARR. The MHC is DRB3_0301 with pseudo-sequence DRB3_0301. The binding affinity (normalized) is 0.155. (2) The binding affinity (normalized) is 0.191. The MHC is DRB1_0301 with pseudo-sequence DRB1_0301. The peptide sequence is KTDCTKEVEEAWASA. (3) The peptide sequence is GLHFHEMNNGGDAMY. The MHC is HLA-DQA10201-DQB10303 with pseudo-sequence HLA-DQA10201-DQB10303. The binding affinity (normalized) is 0.188.